This data is from Forward reaction prediction with 1.9M reactions from USPTO patents (1976-2016). The task is: Predict the product of the given reaction. (1) Given the reactants [C:1]([O:5][C:6]([NH:8][C@@H:9]1[CH2:14][CH2:13][CH2:12][NH:11][CH2:10]1)=[O:7])([CH3:4])([CH3:3])[CH3:2].[C:15]1(B(O)O)[CH:20]=[CH:19][CH:18]=[CH:17][CH:16]=1.C(N(CC)CC)C, predict the reaction product. The product is: [C:15]1([N:11]2[CH2:12][CH2:13][CH2:14][C@@H:9]([NH:8][C:6](=[O:7])[O:5][C:1]([CH3:4])([CH3:2])[CH3:3])[CH2:10]2)[CH:20]=[CH:19][CH:18]=[CH:17][CH:16]=1. (2) Given the reactants [CH3:1][C:2]1([CH3:18])[C:6]([CH3:8])([CH3:7])[O:5][B:4]([C:9]2[CH:17]=[CH:16][C:12]([C:13]([OH:15])=O)=[CH:11][CH:10]=2)[O:3]1.[N:19]1[CH:24]=[CH:23][C:22]([CH2:25][CH2:26][NH2:27])=[CH:21][CH:20]=1.CN(C(ON1N=NC2C=CC=NC1=2)=[N+](C)C)C.F[P-](F)(F)(F)(F)F.CCN(C(C)C)C(C)C, predict the reaction product. The product is: [N:19]1[CH:24]=[CH:23][C:22]([CH2:25][CH2:26][NH:27][C:13](=[O:15])[C:12]2[CH:11]=[CH:10][C:9]([B:4]3[O:5][C:6]([CH3:7])([CH3:8])[C:2]([CH3:1])([CH3:18])[O:3]3)=[CH:17][CH:16]=2)=[CH:21][CH:20]=1. (3) Given the reactants [C:1]([O:5][C:6]([N:8]1[CH2:13][CH2:12][CH:11]([N:14]([C:18](=[O:27])[C:19]2[CH:24]=[CH:23][C:22](Br)=[C:21]([CH3:26])[CH:20]=2)[CH:15]2[CH2:17][CH2:16]2)[CH2:10][CH2:9]1)=[O:7])([CH3:4])([CH3:3])[CH3:2].CC1(C)C(C)(C)OB([C:36]2[O:40][C:39]([Si](C(C)C)(C(C)C)C(C)C)=[N:38][CH:37]=2)O1, predict the reaction product. The product is: [C:1]([O:5][C:6]([N:8]1[CH2:13][CH2:12][CH:11]([N:14]([CH:15]2[CH2:17][CH2:16]2)[C:18](=[O:27])[C:19]2[CH:24]=[CH:23][C:22]([C:36]3[O:40][CH:39]=[N:38][CH:37]=3)=[C:21]([CH3:26])[CH:20]=2)[CH2:10][CH2:9]1)=[O:7])([CH3:4])([CH3:3])[CH3:2]. (4) Given the reactants [CH:1]([NH:4][C:5]1[CH:10]=[C:9]([CH3:11])[CH:8]=[CH:7][C:6]=1[N+:12]([O-])=O)([CH3:3])[CH3:2].Cl[Sn]Cl.Cl, predict the reaction product. The product is: [CH:1]([NH:4][C:5]1[C:6]([NH2:12])=[CH:7][CH:8]=[C:9]([CH3:11])[CH:10]=1)([CH3:3])[CH3:2]. (5) Given the reactants [CH3:1][N:2]1[C:10]2[C:5](=[CH:6][C:7]([N+:11]([O-])=O)=[CH:8][CH:9]=2)[C:4]([CH3:15])([CH3:14])[C:3]1=[O:16].[H][H], predict the reaction product. The product is: [NH2:11][C:7]1[CH:6]=[C:5]2[C:10](=[CH:9][CH:8]=1)[N:2]([CH3:1])[C:3](=[O:16])[C:4]2([CH3:15])[CH3:14]. (6) Given the reactants [CH3:1][O:2][C:3]1[CH:4]=[CH:5][C:6]2[N:7]([C:9]([C:12]([OH:14])=O)=[CH:10][N:11]=2)[CH:8]=1.C(Cl)(=O)C(Cl)=O.CN(C=O)C.[NH2:26][C:27]1[CH:28]=[C:29]([CH:43]=[CH:44][C:45]=1[F:46])[C:30]([NH:32][C@@H:33]1[C:41]2[C:36](=[CH:37][CH:38]=[CH:39][CH:40]=2)[CH2:35][C@@H:34]1[OH:42])=[O:31], predict the reaction product. The product is: [F:46][C:45]1[CH:44]=[CH:43][C:29]([C:30](=[O:31])[NH:32][C@@H:33]2[C:41]3[C:36](=[CH:37][CH:38]=[CH:39][CH:40]=3)[CH2:35][C@@H:34]2[OH:42])=[CH:28][C:27]=1[NH:26][C:12]([C:9]1[N:7]2[CH:8]=[C:3]([O:2][CH3:1])[CH:4]=[CH:5][C:6]2=[N:11][CH:10]=1)=[O:14]. (7) Given the reactants [Cl:1][C:2]1[C:11]2[C:6](=[CH:7][CH:8]=[CH:9][CH:10]=2)[C:5](Cl)=[N:4][N:3]=1.[NH:13]1[CH:17]=[N:16][CH:15]=[N:14]1.[H-].[Na+], predict the reaction product. The product is: [Cl:1][C:2]1[C:11]2[C:6](=[CH:7][CH:8]=[CH:9][CH:10]=2)[C:5]([N:13]2[CH:17]=[N:16][CH:15]=[N:14]2)=[N:4][N:3]=1. (8) Given the reactants [CH:1]([C:4]1[CH:13]=[C:12]2[C:7]([C:8](=O)[C:9]([C:14]([O:16][CH2:17][CH3:18])=[O:15])=[CH:10][NH:11]2)=[CH:6][CH:5]=1)([CH3:3])[CH3:2].P(Cl)(Cl)([Cl:22])=O, predict the reaction product. The product is: [Cl:22][C:8]1[C:7]2[C:12](=[CH:13][C:4]([CH:1]([CH3:3])[CH3:2])=[CH:5][CH:6]=2)[N:11]=[CH:10][C:9]=1[C:14]([O:16][CH2:17][CH3:18])=[O:15]. (9) Given the reactants [C:1]([O:4][C:5]1[CH:24]=[CH:23][C:8]([C:9]2[CH2:10][O:11][C:12]3[C:17]([CH:18]=2)=[CH:16][CH:15]=[C:14]([O:19][C:20](=[O:22])[CH3:21])[CH:13]=3)=[CH:7][CH:6]=1)(=[O:3])[CH3:2].[Br:25][CH2:26][CH2:27][CH2:28][OH:29], predict the reaction product. The product is: [C:1]([O:4][C:5]1[CH:24]=[CH:23][C:8]([C:9]2[CH:10]([O:29][CH2:28][CH2:27][CH2:26][Br:25])[O:11][C:12]3[C:17]([CH:18]=2)=[CH:16][CH:15]=[C:14]([O:19][C:20](=[O:22])[CH3:21])[CH:13]=3)=[CH:7][CH:6]=1)(=[O:3])[CH3:2].